From a dataset of Full USPTO retrosynthesis dataset with 1.9M reactions from patents (1976-2016). Predict the reactants needed to synthesize the given product. (1) Given the product [ClH:16].[Br:2][C:3]1[CH:9]=[CH:8][C:7]([F:10])=[CH:6][C:4]=1[NH:5][NH2:12], predict the reactants needed to synthesize it. The reactants are: Cl.[Br:2][C:3]1[CH:9]=[CH:8][C:7]([F:10])=[CH:6][C:4]=1[NH2:5].Cl.[N:12]([O-])=O.[Na+].[Cl:16][Sn]Cl. (2) Given the product [OH:5][CH2:4][C:3]([N:7]1[CH:11]=[C:10]([C:12]2[C:24]3[C:23]4[C:18](=[CH:19][CH:20]=[CH:21][CH:22]=4)[C:17]([OH:29])([C:25]([F:28])([F:26])[F:27])[C:16]=3[CH:15]=[C:14]([CH3:30])[CH:13]=2)[CH:9]=[N:8]1)([CH2:31][OH:32])[CH2:2][OH:1], predict the reactants needed to synthesize it. The reactants are: [OH:1][CH2:2][C:3]([CH2:31][OH:32])([N:7]1[CH:11]=[C:10]([C:12]2[C:24]3[C:23]4[C:18](=[CH:19][CH:20]=[CH:21][CH:22]=4)[C:17]([OH:29])([C:25]([F:28])([F:27])[F:26])[C:16]=3[CH:15]=[C:14]([CH3:30])[CH:13]=2)[CH:9]=[N:8]1)[C:4](O)=[O:5].C(O)C.O.C(=O)([O-])O.[Na+]. (3) Given the product [F:16][C:15]([F:18])([F:17])[O:14][C:11]1[CH:12]=[CH:13][C:8]([C:6]2[CH:5]=[CH:4][N:3]=[C:2]([C:32]3[CH:33]=[CH:34][C:29]([CH:27]=[O:28])=[CH:30][CH:31]=3)[CH:7]=2)=[CH:9][CH:10]=1, predict the reactants needed to synthesize it. The reactants are: Cl[C:2]1[CH:7]=[C:6]([C:8]2[CH:13]=[CH:12][C:11]([O:14][C:15]([F:18])([F:17])[F:16])=[CH:10][CH:9]=2)[CH:5]=[CH:4][N:3]=1.ClC1C=C(I)C=CN=1.[CH:27]([C:29]1[CH:34]=[CH:33][C:32](B(O)O)=[CH:31][CH:30]=1)=[O:28].C(=O)([O-])[O-].[K+].[K+]. (4) The reactants are: [CH:1]1([CH2:4][NH:5][N:6]2[C:15]3[C:10](=[CH:11][CH:12]=[CH:13][CH:14]=3)[C:9]([OH:16])=[CH:8][C:7]2=[O:17])[CH2:3][CH2:2]1.N1C=CC=CC=1.S(OC)(O[C:28](SC)([S:31][CH3:32])[S:29][CH3:30])(=O)=O. Given the product [CH3:30][S:29][C:28]([S:31][CH3:32])=[C:8]1[C:9](=[O:16])[C:10]2[C:15](=[CH:14][CH:13]=[CH:12][CH:11]=2)[N:6]([NH:5][CH2:4][CH:1]2[CH2:2][CH2:3]2)[C:7]1=[O:17], predict the reactants needed to synthesize it. (5) The reactants are: C([O:8][C@H:9]1[C@H:16]([O:17]CC2C=CC=CC=2)[C@@H:15]([O:25]CC2C=CC=CC=2)[C@H:14]([C:33]2[CH:38]=[CH:37][C:36]([Cl:39])=[C:35]([CH2:40][C:41]3[CH:46]=[CH:45][C:44]([CH2:47][CH3:48])=[CH:43][CH:42]=3)[CH:34]=2)[C:11]2([CH2:13][CH2:12]2)[C@@H:10]1[CH2:49][O:50]CC1C=CC=CC=1)C1C=CC=CC=1.ClC1C=CC=CC=1Cl.[H][H]. Given the product [Cl:39][C:36]1[CH:37]=[CH:38][C:33]([C@H:14]2[C@H:15]([OH:25])[C@@H:16]([OH:17])[C@H:9]([OH:8])[C@@H:10]([CH2:49][OH:50])[C:11]32[CH2:12][CH2:13]3)=[CH:34][C:35]=1[CH2:40][C:41]1[CH:42]=[CH:43][C:44]([CH2:47][CH3:48])=[CH:45][CH:46]=1, predict the reactants needed to synthesize it. (6) Given the product [CH3:1][S:2]([CH2:5][C:6]1[CH:15]=[CH:14][C:9]([C:10]([OH:12])=[O:11])=[CH:8][CH:7]=1)(=[O:3])=[O:4], predict the reactants needed to synthesize it. The reactants are: [CH3:1][S:2]([CH2:5][C:6]1[CH:15]=[CH:14][C:9]([C:10]([O:12]C)=[O:11])=[CH:8][CH:7]=1)(=[O:4])=[O:3]. (7) Given the product [OH:9][CH:8]([C:7]1[CH:10]=[CH:11][CH:12]=[C:5]([S:4][CH2:3][C:2]([OH:1])([CH2:16][CH2:17][CH3:18])[CH2:13][CH2:14][CH3:15])[CH:6]=1)[CH2:20][C:19]#[N:21], predict the reactants needed to synthesize it. The reactants are: [OH:1][C:2]([CH2:16][CH2:17][CH3:18])([CH2:13][CH2:14][CH3:15])[CH2:3][S:4][C:5]1[CH:6]=[C:7]([CH:10]=[CH:11][CH:12]=1)[CH:8]=[O:9].[C:19](#[N:21])[CH3:20].